Dataset: Forward reaction prediction with 1.9M reactions from USPTO patents (1976-2016). Task: Predict the product of the given reaction. (1) Given the reactants [Cl:1][C:2]1[C:3]([I:14])=[CH:4][C:5]([CH3:13])=[C:6]2[C:11]=1[C:10](=[O:12])[NH:9][CH2:8][CH2:7]2.CC(C)([O-])C.[K+].[CH2:21]([O:28][C:29]1[C:34]([CH2:35]Cl)=[C:33]([O:37][CH3:38])[CH:32]=[C:31]([CH3:39])[N:30]=1)[C:22]1[CH:27]=[CH:26][CH:25]=[CH:24][CH:23]=1, predict the reaction product. The product is: [CH2:21]([O:28][C:29]1[C:34]([CH2:35][N:9]2[CH2:8][CH2:7][C:6]3[C:11](=[C:2]([Cl:1])[C:3]([I:14])=[CH:4][C:5]=3[CH3:13])[C:10]2=[O:12])=[C:33]([O:37][CH3:38])[CH:32]=[C:31]([CH3:39])[N:30]=1)[C:22]1[CH:23]=[CH:24][CH:25]=[CH:26][CH:27]=1. (2) The product is: [NH2:41][C:33]1[C:34]([C:35]([NH:37][CH2:38][CH2:39][CH3:40])=[O:36])=[C:30]2[NH:29][C:10]([C:8]3[CH:7]=[CH:6][C:5]4[O:1][CH2:2][O:3][C:4]=4[CH:9]=3)=[CH:11][C:12](=[O:14])[N:31]2[N:32]=1. Given the reactants [O:1]1[C:5]2[CH:6]=[CH:7][C:8]([C:10](=O)[CH2:11][C:12]([O:14]CC)=O)=[CH:9][C:4]=2[O:3][CH2:2]1.CC1C=CC(S(O)(=O)=O)=CC=1.[NH2:29][C:30]1[C:34]([C:35]([NH:37][CH2:38][CH2:39][CH3:40])=[O:36])=[C:33]([NH2:41])[NH:32][N:31]=1, predict the reaction product. (3) Given the reactants C([O:3][C:4]([C:6]1[N:14]=[C:13]2[N:8]([CH:9]=[N:10][C:11]([CH2:18][C:19]3[N:20]([C:24]4[C:29]([Br:30])=[CH:28][CH:27]=[CH:26][N:25]=4)[N:21]=[CH:22][CH:23]=3)=[C:12]2[CH2:15][CH2:16][CH3:17])[N:7]=1)=O)C.[NH4+:31].CO, predict the reaction product. The product is: [Br:30][C:29]1[C:24]([N:20]2[C:19]([CH2:18][C:11]3[N:10]=[CH:9][N:8]4[N:7]=[C:6]([C:4]([NH2:31])=[O:3])[N:14]=[C:13]4[C:12]=3[CH2:15][CH2:16][CH3:17])=[CH:23][CH:22]=[N:21]2)=[N:25][CH:26]=[CH:27][CH:28]=1. (4) Given the reactants C(N(CC)CC)C.[NH2:8][C:9]1[C:18]2[N:19]=[C:20]([CH2:31][CH3:32])[N:21]([CH2:22][CH2:23][CH2:24][CH2:25][NH:26][S:27]([CH3:30])(=[O:29])=[O:28])[C:17]=2[C:16]2[CH:15]=[CH:14][CH:13]=[CH:12][C:11]=2[N:10]=1.Cl[C:34]([O:36][CH2:37][CH2:38][CH3:39])=[O:35], predict the reaction product. The product is: [CH2:31]([C:20]1[N:21]([CH2:22][CH2:23][CH2:24][CH2:25][NH:26][S:27]([CH3:30])(=[O:29])=[O:28])[C:17]2[C:16]3[CH:15]=[CH:14][CH:13]=[CH:12][C:11]=3[N:10]=[C:9]([NH:8][C:34](=[O:35])[O:36][CH2:37][CH2:38][CH3:39])[C:18]=2[N:19]=1)[CH3:32]. (5) The product is: [NH2:1][C:2]1[C:3]([CH:22]2[CH2:23][CH2:24][N:25]([C:28]([O:30][C:31]([CH3:34])([CH3:33])[CH3:32])=[O:29])[CH2:26][CH2:27]2)=[CH:4][N:5]([C:9]2[CH:10]=[CH:11][C:12]([O:15][C:16]3[CH:21]=[CH:20][CH:19]=[CH:18][CH:17]=3)=[CH:13][CH:14]=2)[C:6]=1[C:7](=[O:35])[NH2:8]. Given the reactants [NH2:1][C:2]1[C:3]([CH:22]2[CH2:27][CH2:26][N:25]([C:28]([O:30][C:31]([CH3:34])([CH3:33])[CH3:32])=[O:29])[CH2:24][CH2:23]2)=[CH:4][N:5]([C:9]2[CH:14]=[CH:13][C:12]([O:15][C:16]3[CH:21]=[CH:20][CH:19]=[CH:18][CH:17]=3)=[CH:11][CH:10]=2)[C:6]=1[C:7]#[N:8].[OH-:35].[Na+].OO.C(Cl)Cl.CO, predict the reaction product. (6) Given the reactants [C:1]1([C:7]2[CH:12]=[C:11]([S:13]([N:16]3[CH2:21][CH2:20][O:19][CH2:18][CH2:17]3)(=[O:15])=[O:14])[CH:10]=[CH:9][C:8]=2[NH:22][C:23]([C:25]2[N:26](COCC[Si](C)(C)C)[CH:27]=[C:28]([C:30]#[N:31])[N:29]=2)=[O:24])[CH2:6][CH2:5][CH2:4][CH2:3][CH:2]=1.C(O)(C(F)(F)F)=O, predict the reaction product. The product is: [C:1]1([C:7]2[CH:12]=[C:11]([S:13]([N:16]3[CH2:17][CH2:18][O:19][CH2:20][CH2:21]3)(=[O:14])=[O:15])[CH:10]=[CH:9][C:8]=2[NH:22][C:23]([C:25]2[NH:26][CH:27]=[C:28]([C:30]#[N:31])[N:29]=2)=[O:24])[CH2:6][CH2:5][CH2:4][CH2:3][CH:2]=1. (7) Given the reactants [CH:1]1([CH2:4][C:5](F)(F)[C:6]([O:8][CH2:9][CH3:10])=[O:7])[CH2:3][CH2:2]1.BrCC1CC1.C(C1[S:28][CH2:27][CH2:26][CH2:25][S:24]1)(OCC)=O, predict the reaction product. The product is: [CH:1]1([CH2:4][C:5]2([C:6]([O:8][CH2:9][CH3:10])=[O:7])[S:28][CH2:27][CH2:26][CH2:25][S:24]2)[CH2:3][CH2:2]1. (8) Given the reactants [F:1][C:2]([F:15])([C:8]1[CH2:13][CH2:12][CH:11]([CH3:14])[CH2:10][CH:9]=1)[C:3]([O:5][CH2:6][CH3:7])=[O:4], predict the reaction product. The product is: [F:1][C:2]([F:15])([CH:8]1[CH2:9][CH2:10][CH:11]([CH3:14])[CH2:12][CH2:13]1)[C:3]([O:5][CH2:6][CH3:7])=[O:4]. (9) Given the reactants C(O[CH:4](OCC)[CH2:5][NH:6][CH2:7][C:8]1[CH:13]=[CH:12][CH:11]=[C:10]([O:14][CH2:15][CH3:16])[C:9]=1[OH:17])C.[ClH:21].CO.[CH3:24][O:25][C:26]1[CH:27]=[C:28]([CH:31]=[C:32]([O:41][CH3:42])[C:33]=1[NH:34][C:35]1[CH:40]=[CH:39][CH:38]=[CH:37][CH:36]=1)[CH:29]=O, predict the reaction product. The product is: [ClH:21].[CH3:42][O:41][C:32]1[CH:31]=[C:28]([CH:27]=[C:26]([O:25][CH3:24])[C:33]=1[NH:34][C:35]1[CH:36]=[CH:37][CH:38]=[CH:39][CH:40]=1)[CH2:29][C:4]1[C:13]2[C:8](=[C:9]([OH:17])[C:10]([O:14][CH2:15][CH3:16])=[CH:11][CH:12]=2)[CH:7]=[N:6][CH:5]=1.